From a dataset of Full USPTO retrosynthesis dataset with 1.9M reactions from patents (1976-2016). Predict the reactants needed to synthesize the given product. (1) Given the product [ClH:1].[ClH:31].[ClH:1].[NH2:35][C@H:24]1[CH2:25][CH2:26][C@H:27]([NH:29][C:2]2[NH:3][C:4]([NH:11][CH2:12][CH2:13][NH:14][CH2:15][C:16]3[CH:21]=[CH:20][CH:19]=[CH:18][CH:17]=3)=[C:5]3[C:9]([N:10]=2)=[N:8][CH:7]=[N:6]3)[CH2:28][CH2:23]1, predict the reactants needed to synthesize it. The reactants are: [Cl:1][C:2]1[NH:3][C:4]([NH:11][CH2:12][CH2:13][NH:14][CH2:15][C:16]2[CH:21]=[CH:20][CH:19]=[CH:18][CH:17]=2)=[C:5]2[C:9]([N:10]=1)=[N:8][CH:7]=[N:6]2.N[CH:23]1[CH2:28][CH:27]([NH2:29])[CH2:26][CH2:25][CH2:24]1.C(Cl)[Cl:31].CO.[NH4+:35].[OH-]. (2) Given the product [Br:11][C:8]1[CH:9]=[CH:10][C:2]2[NH:1][C:13](=[O:15])[O:5][C:4](=[O:6])[C:3]=2[CH:7]=1, predict the reactants needed to synthesize it. The reactants are: [NH2:1][C:2]1[CH:10]=[CH:9][C:8]([Br:11])=[CH:7][C:3]=1[C:4]([OH:6])=[O:5].Cl[C:13](Cl)([O:15]C(=O)OC(Cl)(Cl)Cl)Cl.N1C=CC=CC=1. (3) Given the product [N:36]1([CH2:29][C:27]2[C:26]([CH3:31])=[N:25][N:24]([C:22]3[CH:21]=[CH:20][N:19]=[C:18]([NH:17][C:11]4[C:10]([O:32][CH3:33])=[CH:9][C:8]([N:5]5[CH2:6][CH2:7][C:2]([F:34])([F:1])[CH2:3][CH2:4]5)=[C:13]([NH:14][C:10](=[O:32])[CH:9]=[CH2:8])[CH:12]=4)[N:23]=3)[CH:28]=2)[CH2:39][CH2:38][CH2:37]1, predict the reactants needed to synthesize it. The reactants are: [F:1][C:2]1([F:34])[CH2:7][CH2:6][N:5]([C:8]2[C:13]([N+:14]([O-])=O)=[CH:12][C:11]([NH:17][C:18]3[N:23]=[C:22]([N:24]4[CH:28]=[C:27]([CH:29]=O)[C:26]([CH3:31])=[N:25]4)[CH:21]=[CH:20][N:19]=3)=[C:10]([O:32][CH3:33])[CH:9]=2)[CH2:4][CH2:3]1.Cl.[NH:36]1[CH2:39][CH2:38][CH2:37]1. (4) Given the product [C:1]([N:5]([CH3:32])[C:6]([C:8]1[N:9]=[C:10]([C:27]2[S:28][CH:29]=[CH:30][CH:31]=2)[N:11]2[C:20]3[C:15](=[CH:16][C:17]([O:25][CH3:26])=[C:18]([C:21]4[O:22][C:33](=[S:34])[NH:24][N:23]=4)[CH:19]=3)[CH2:14][CH2:13][C:12]=12)=[O:7])([CH3:3])([CH3:4])[CH3:2], predict the reactants needed to synthesize it. The reactants are: [C:1]([N:5]([CH3:32])[C:6]([C:8]1[N:9]=[C:10]([C:27]2[S:28][CH:29]=[CH:30][CH:31]=2)[N:11]2[C:20]3[C:15](=[CH:16][C:17]([O:25][CH3:26])=[C:18]([C:21]([NH:23][NH2:24])=[O:22])[CH:19]=3)[CH2:14][CH2:13][C:12]=12)=[O:7])([CH3:4])([CH3:3])[CH3:2].[C:33](=S)=[S:34]. (5) Given the product [CH3:18][S:15]([NH:14][C:11]1[CH:12]=[CH:13][C:8]2[NH:7][C:5]([CH2:4][C:3]([OH:2])=[O:23])=[N:20][S:19](=[O:22])(=[O:21])[C:9]=2[CH:10]=1)(=[O:17])=[O:16], predict the reactants needed to synthesize it. The reactants are: C[O:2][C:3](=[O:23])[CH2:4][C:5]([NH:7][C:8]1[CH:13]=[CH:12][C:11]([NH:14][S:15]([CH3:18])(=[O:17])=[O:16])=[CH:10][C:9]=1[S:19](=[O:22])(=[O:21])[NH2:20])=O.[OH-].[Na+].Cl. (6) Given the product [Cl:29][C:3]1[C:2]([CH:34]=[CH2:35])=[CH:17][CH:16]=[C:15]([NH:18][S:19]([C:22]2[CH:27]=[CH:26][C:25]([F:28])=[CH:24][CH:23]=2)(=[O:21])=[O:20])[C:4]=1[C:5]([O:7][CH2:8][C:9]1[CH:14]=[CH:13][CH:12]=[CH:11][CH:10]=1)=[O:6], predict the reactants needed to synthesize it. The reactants are: Br[C:2]1[C:3]([Cl:29])=[C:4]([C:15]([NH:18][S:19]([C:22]2[CH:27]=[CH:26][C:25]([F:28])=[CH:24][CH:23]=2)(=[O:21])=[O:20])=[CH:16][CH:17]=1)[C:5]([O:7][CH2:8][C:9]1[CH:14]=[CH:13][CH:12]=[CH:11][CH:10]=1)=[O:6].[F-].[Cs+].CO[CH2:34][CH2:35]OC.CO. (7) Given the product [CH2:32]([O:39][N:40]1[C@@H:43]([CH2:44][O:45][C:46]2[CH:51]=[CH:50][C:49]([Br:52])=[CH:48][CH:47]=2)[CH2:42][C:41]1=[O:54])[C:33]1[CH:38]=[CH:37][CH:36]=[CH:35][CH:34]=1, predict the reactants needed to synthesize it. The reactants are: C1(P(C2C=CC=CC=2)C2C=CC=CC=2)C=CC=CC=1.CCOC(/N=N/C(OCC)=O)=O.[CH2:32]([O:39][NH:40][C:41](=[O:54])[CH2:42][C@H:43](O)[CH2:44][O:45][C:46]1[CH:51]=[CH:50][C:49]([Br:52])=[CH:48][CH:47]=1)[C:33]1[CH:38]=[CH:37][CH:36]=[CH:35][CH:34]=1. (8) Given the product [CH3:37][S:38]([O:23][CH2:22][CH2:21][CH2:20][C:17]1[CH:18]=[C:19]2[C:14](=[CH:15][CH:16]=1)[N:13]=[C:12]([C:24]1[CH:25]=[N:26][CH:27]=[CH:28][CH:29]=1)[N:11]=[C:10]2[NH:9][C:4]1[CH:5]=[CH:6][C:7]([F:8])=[C:2]([Cl:1])[CH:3]=1)(=[O:40])=[O:39], predict the reactants needed to synthesize it. The reactants are: [Cl:1][C:2]1[CH:3]=[C:4]([NH:9][C:10]2[C:19]3[C:14](=[CH:15][CH:16]=[C:17]([CH2:20][CH2:21][CH2:22][OH:23])[CH:18]=3)[N:13]=[C:12]([C:24]3[CH:25]=[N:26][CH:27]=[CH:28][CH:29]=3)[N:11]=2)[CH:5]=[CH:6][C:7]=1[F:8].C(N(CC)CC)C.[CH3:37][S:38](Cl)(=[O:40])=[O:39].O. (9) Given the product [CH3:83][C:25]([CH3:82])([CH2:24][O:23][CH2:22][CH2:21][CH2:20][O:19][P:9]([OH:10])([OH:11])=[O:8])[C:26]([O:28][C:29]1[C:33]([O:34][C:35](=[O:63])[C:36]([CH3:61])([CH3:62])[CH2:37][O:38][CH2:39][CH2:40][CH2:41][O:42][P:43]([OH:45])([OH:53])=[O:44])=[C:32]([C:64]([O:66][CH2:67][CH3:68])=[O:65])[N:31]([C:69]2[CH:70]=[CH:71][C:72]([O:75][CH3:76])=[CH:73][CH:74]=2)[C:30]=1[C:77](=[O:81])[N:78]([CH3:79])[CH3:80])=[O:27], predict the reactants needed to synthesize it. The reactants are: C([O:8][P:9]([O:19][CH2:20][CH2:21][CH2:22][O:23][CH2:24][C:25]([CH3:83])([CH3:82])[C:26]([O:28][C:29]1[C:33]([O:34][C:35](=[O:63])[C:36]([CH3:62])([CH3:61])[CH2:37][O:38][CH2:39][CH2:40][CH2:41][O:42][P:43]([O:53]CC2C=CC=CC=2)([O:45]CC2C=CC=CC=2)=[O:44])=[C:32]([C:64]([O:66][CH2:67][CH3:68])=[O:65])[N:31]([C:69]2[CH:74]=[CH:73][C:72]([O:75][CH3:76])=[CH:71][CH:70]=2)[C:30]=1[C:77](=[O:81])[N:78]([CH3:80])[CH3:79])=[O:27])([O:11]CC1C=CC=CC=1)=[O:10])C1C=CC=CC=1. (10) The reactants are: [CH2:1]([CH2:3][NH2:4])[OH:2].C(N(CC)CC)C.[F:12][C:13]([F:26])([F:25])[S:14](O[S:14]([C:13]([F:26])([F:25])[F:12])(=[O:16])=[O:15])(=[O:16])=[O:15]. Given the product [F:12][C:13]([F:26])([F:25])[S:14]([NH:4][CH2:3][CH2:1][OH:2])(=[O:16])=[O:15], predict the reactants needed to synthesize it.